Dataset: Forward reaction prediction with 1.9M reactions from USPTO patents (1976-2016). Task: Predict the product of the given reaction. (1) Given the reactants C(O[C:4](=O)[CH2:5][CH2:6][CH:7]([N:9]1[CH2:14][CH2:13][CH2:12][CH:11]([CH2:15][C:16]2[CH:21]=[CH:20][CH:19]=[CH:18][CH:17]=2)[CH2:10]1)C)C.[H-].[H-].[H-].[H-].[Li+].[Al+3].C1C[O:32][CH2:31]C1, predict the reaction product. The product is: [CH2:15]([CH:11]1[CH2:12][CH2:13][CH2:14][N:9]([CH2:7][CH2:6][CH2:5][CH2:4][CH2:31][OH:32])[CH2:10]1)[C:16]1[CH:17]=[CH:18][CH:19]=[CH:20][CH:21]=1. (2) Given the reactants [CH2:1]([C:5]1[CH:10]=[CH:9][C:8]([C:11]2[O:15][N:14]=[C:13]([C:16]3[CH:21]=[CH:20][C:19]([C@H:22]([NH:24][C@@H:25]4[CH2:28][C@H:27]([C:29]([O:31]CC)=[O:30])[CH2:26]4)[CH3:23])=[CH:18][CH:17]=3)[N:12]=2)=[CH:7][CH:6]=1)[CH:2]([CH3:4])[CH3:3].O.[OH-].[K+].Cl, predict the reaction product. The product is: [CH2:1]([C:5]1[CH:10]=[CH:9][C:8]([C:11]2[O:15][N:14]=[C:13]([C:16]3[CH:21]=[CH:20][C:19]([C@H:22]([NH:24][C@@H:25]4[CH2:28][C@H:27]([C:29]([OH:31])=[O:30])[CH2:26]4)[CH3:23])=[CH:18][CH:17]=3)[N:12]=2)=[CH:7][CH:6]=1)[CH:2]([CH3:4])[CH3:3].